This data is from Forward reaction prediction with 1.9M reactions from USPTO patents (1976-2016). The task is: Predict the product of the given reaction. (1) Given the reactants [F:1][C:2]1([F:33])[CH2:6][CH2:5][C@@H:4]([C@@:7]([OH:32])([C:24]2[CH:29]=[CH:28][C:27]([CH2:30][OH:31])=[CH:26][CH:25]=2)[C:8]([O:10][CH:11]2[CH2:16][CH2:15][N:14]([C:17]([O:19][C:20]([CH3:23])([CH3:22])[CH3:21])=[O:18])[CH2:13][CH2:12]2)=[O:9])[CH2:3]1.CN(C1C=CC=CN=1)C.[C:43](OC(=O)C)(=[O:45])[CH3:44], predict the reaction product. The product is: [F:33][C:2]1([F:1])[CH2:6][CH2:5][C@@H:4]([C@@:7]([OH:32])([C:24]2[CH:29]=[CH:28][C:27]([CH2:30][O:31][C:43](=[O:45])[CH3:44])=[CH:26][CH:25]=2)[C:8]([O:10][CH:11]2[CH2:12][CH2:13][N:14]([C:17]([O:19][C:20]([CH3:23])([CH3:22])[CH3:21])=[O:18])[CH2:15][CH2:16]2)=[O:9])[CH2:3]1. (2) Given the reactants [O:1]1[C:5]([C:6]([OH:8])=O)=[CH:4][N:3]=[C:2]1[C:9]1[O:13][CH:12]=[N:11][CH:10]=1.[C:14]([O:18][C:19]([N:21]1[CH2:26][CH2:25][CH:24]([NH:27][CH:28]2[CH2:30][CH2:29]2)[CH2:23][CH2:22]1)=[O:20])([CH3:17])([CH3:16])[CH3:15], predict the reaction product. The product is: [C:14]([O:18][C:19]([N:21]1[CH2:26][CH2:25][CH:24]([N:27]([C:6]([C:5]2[O:1][C:2]([C:9]3[O:13][CH:12]=[N:11][CH:10]=3)=[N:3][CH:4]=2)=[O:8])[CH:28]2[CH2:29][CH2:30]2)[CH2:23][CH2:22]1)=[O:20])([CH3:17])([CH3:15])[CH3:16].